The task is: Predict the product of the given reaction.. This data is from Forward reaction prediction with 1.9M reactions from USPTO patents (1976-2016). (1) Given the reactants FC(F)(F)C(O)=O.[CH3:8][N:9]([CH3:37])[CH2:10][CH2:11][C:12]([C:21]1[CH:26]=[CH:25][C:24]([O:27][CH2:28][CH2:29][CH2:30][N:31]2[CH2:36][CH2:35][CH2:34][CH2:33][CH2:32]2)=[CH:23][CH:22]=1)(O)[CH2:13][C:14]1[CH:19]=[CH:18][CH:17]=[CH:16][CH:15]=1.CN(C)CCC(C1C=CC(OCCCN2CCCCC2)=CC=1)=O.C([Mg]Br)C1C=CC=CC=1.[NH4+].[Cl-].C([O-])(O)=O.[Na+], predict the reaction product. The product is: [CH3:37][N:9]([CH3:8])[CH2:10][CH2:11][CH:12]([C:21]1[CH:22]=[CH:23][C:24]([O:27][CH2:28][CH2:29][CH2:30][N:31]2[CH2:32][CH2:33][CH2:34][CH2:35][CH2:36]2)=[CH:25][CH:26]=1)[CH2:13][C:14]1[CH:15]=[CH:16][CH:17]=[CH:18][CH:19]=1. (2) The product is: [C:47]([O:46][C:44]([O:43][C:34]1[C:33]([C:51]([F:52])([F:53])[F:54])=[CH:32][CH:31]=[C:30]([CH2:29][O:7][C:8]2[CH:13]=[CH:12][C:11]([C:14]3[CH:19]=[CH:18][C:17]([CH2:20][C:21]([O:23][CH3:24])=[O:22])=[CH:16][C:15]=3[N+:25]([O-:27])=[O:26])=[CH:10][CH:9]=2)[C:35]=1[C:36]([O:38][C:39]([CH3:42])([CH3:41])[CH3:40])=[O:37])=[O:45])([CH3:48])([CH3:49])[CH3:50]. Given the reactants C(=O)([O-])[O-].[K+].[K+].[OH:7][C:8]1[CH:13]=[CH:12][C:11]([C:14]2[CH:19]=[CH:18][C:17]([CH2:20][C:21]([O:23][CH3:24])=[O:22])=[CH:16][C:15]=2[N+:25]([O-:27])=[O:26])=[CH:10][CH:9]=1.Br[CH2:29][C:30]1[C:35]([C:36]([O:38][C:39]([CH3:42])([CH3:41])[CH3:40])=[O:37])=[C:34]([O:43][C:44]([O:46][C:47]([CH3:50])([CH3:49])[CH3:48])=[O:45])[C:33]([C:51]([F:54])([F:53])[F:52])=[CH:32][CH:31]=1.O, predict the reaction product.